Dataset: Full USPTO retrosynthesis dataset with 1.9M reactions from patents (1976-2016). Task: Predict the reactants needed to synthesize the given product. (1) The reactants are: [CH2:1]([O:3][C:4]([C:6]1[O:14][C:13]2[CH:12]=[CH:11][N:10]=[CH:9][C:8]=2[C:7]=1[O:15][C:16]1[CH:21]=[CH:20][C:19]([N+:22]([O-])=O)=[CH:18][C:17]=1[F:25])=[O:5])[CH3:2]. Given the product [CH2:1]([O:3][C:4]([C:6]1[O:14][C:13]2[CH:12]=[CH:11][N:10]=[CH:9][C:8]=2[C:7]=1[O:15][C:16]1[CH:21]=[CH:20][C:19]([NH2:22])=[CH:18][C:17]=1[F:25])=[O:5])[CH3:2], predict the reactants needed to synthesize it. (2) Given the product [CH3:27][O:26][CH2:25][O:24][C:18]1[C:19]([CH3:23])=[C:20]2[C:15](=[C:16]([CH3:29])[C:17]=1[CH3:28])[O:14][C:13]([CH2:12][CH2:11][N:32]1[CH2:37][CH2:36][NH:35][CH2:34][CH2:33]1)([CH3:30])[CH2:22][CH2:21]2, predict the reactants needed to synthesize it. The reactants are: C1(C)C=CC(S(O[CH2:11][CH2:12][C:13]2([CH3:30])[CH2:22][CH2:21][C:20]3[C:15](=[C:16]([CH3:29])[C:17]([CH3:28])=[C:18]([O:24][CH2:25][O:26][CH3:27])[C:19]=3[CH3:23])[O:14]2)(=O)=O)=CC=1.[NH:32]1[CH2:37][CH2:36][NH:35][CH2:34][CH2:33]1.CCCCCC.C(OCC)(=O)C.C(Cl)(Cl)Cl.CO. (3) Given the product [C:1]1([C:8]2[CH:9]=[CH:10][CH:11]=[CH:12][CH:13]=2)[CH:6]=[CH:5][CH:4]=[CH:3][C:2]=1[NH:7][C:26]1[CH:25]=[CH:24][CH:23]=[CH:22][C:21]=1[C:16]1[CH:15]=[CH:20][CH:19]=[CH:18][CH:17]=1, predict the reactants needed to synthesize it. The reactants are: [C:1]1([C:8]2[CH:13]=[CH:12][CH:11]=[CH:10][CH:9]=2)[C:2]([NH2:7])=[CH:3][CH:4]=[CH:5][CH:6]=1.Br[C:15]1[CH:20]=[CH:19][CH:18]=[CH:17][C:16]=1[C:21]1[CH:26]=[CH:25][CH:24]=[CH:23][CH:22]=1.C(O[Na])(C)(C)C. (4) Given the product [Cl:15][C:16]1[CH:17]=[C:18]([CH2:23][O:1][C:2]2[N:6]([C:7]3[CH:12]=[C:11]([C:13]#[N:14])[CH:10]=[CH:9][N:8]=3)[N:5]=[CH:4][CH:3]=2)[CH:19]=[CH:20][C:21]=1[Cl:22], predict the reactants needed to synthesize it. The reactants are: [OH:1][C:2]1[N:6]([C:7]2[CH:12]=[C:11]([C:13]#[N:14])[CH:10]=[CH:9][N:8]=2)[N:5]=[CH:4][CH:3]=1.[Cl:15][C:16]1[CH:17]=[C:18]([CH2:23]O)[CH:19]=[CH:20][C:21]=1[Cl:22]. (5) Given the product [Cl:1][C:2]1[S:3][C:4]([CH:15]=[O:16])=[CH:5][C:6]=1[CH:7]([CH:9]1[CH2:14][CH2:13][CH2:12][CH2:11][CH2:10]1)[OH:8], predict the reactants needed to synthesize it. The reactants are: [Cl:1][C:2]1[S:3][C:4]([CH:15]2OCC[O:16]2)=[CH:5][C:6]=1[CH:7]([CH:9]1[CH2:14][CH2:13][CH2:12][CH2:11][CH2:10]1)[OH:8]. (6) Given the product [CH2:29]([NH:33][C:2]1[N:7]2[N:8]=[C:9]([C:20]3[CH:25]=[CH:24][N:23]=[C:22]([NH:8][CH2:9][CH2:10][CH2:11][CH3:16])[N:21]=3)[C:10]([C:11]3[CH:16]=[CH:15][N:14]=[C:13]([NH:7][CH2:6][CH2:5][CH2:4][CH3:3])[N:12]=3)=[C:6]2[CH:5]=[CH:4][CH:3]=1)[CH2:30][CH2:31][CH3:32], predict the reactants needed to synthesize it. The reactants are: Cl[C:2]1[N:7]2[N:8]=[C:9]([C:20]3[CH:25]=[CH:24][N:23]=[C:22](S(C)=O)[N:21]=3)[C:10]([C:11]3[CH:16]=[CH:15][N:14]=[C:13](S(C)=O)[N:12]=3)=[C:6]2[CH:5]=[CH:4][CH:3]=1.[CH2:29]([NH2:33])[CH2:30][CH2:31][CH3:32]. (7) Given the product [C:1]([O:5][C:6]([N:8]1[C:17]2[C:12](=[CH:13][C:14]([O:18][CH2:20][CH2:21][CH2:22][O:23][CH3:24])=[CH:15][CH:16]=2)[CH2:11][CH2:10][CH2:9]1)=[O:7])([CH3:4])([CH3:2])[CH3:3], predict the reactants needed to synthesize it. The reactants are: [C:1]([O:5][C:6]([N:8]1[C:17]2[C:12](=[CH:13][C:14]([OH:18])=[CH:15][CH:16]=2)[CH2:11][CH2:10][CH2:9]1)=[O:7])([CH3:4])([CH3:3])[CH3:2].Br[CH2:20][CH2:21][CH2:22][O:23][CH3:24].C([O-])([O-])=O.[K+].[K+]. (8) Given the product [C:1]1([S:7]([C:10]2[CH:11]=[CH:12][C:13]([C:26]([F:28])([F:29])[F:27])=[C:14]([S:16]([NH:19][CH:20]3[CH2:25][CH2:24][N:23]([CH2:31][C:32]([NH2:34])=[O:33])[CH2:22][CH2:21]3)(=[O:18])=[O:17])[CH:15]=2)(=[O:9])=[O:8])[CH:2]=[CH:3][CH:4]=[CH:5][CH:6]=1, predict the reactants needed to synthesize it. The reactants are: [C:1]1([S:7]([C:10]2[CH:11]=[CH:12][C:13]([C:26]([F:29])([F:28])[F:27])=[C:14]([S:16]([NH:19][CH:20]3[CH2:25][CH2:24][NH:23][CH2:22][CH2:21]3)(=[O:18])=[O:17])[CH:15]=2)(=[O:9])=[O:8])[CH:6]=[CH:5][CH:4]=[CH:3][CH:2]=1.Br[CH2:31][C:32]([NH2:34])=[O:33].C(N(CC)CC)C. (9) Given the product [C:19]([O:18][C:16]([N:14]1[CH2:13][CH2:12][C@H:5]2[NH:6][C:7]3[C:8]([CH3:11])=[CH:9][CH:10]=[C:2]([Cl:1])[C:3]=3[C@H:4]2[CH2:15]1)=[O:17])([CH3:22])([CH3:21])[CH3:20], predict the reactants needed to synthesize it. The reactants are: [Cl:1][C:2]1[C:3]2[C@H:4]3[CH2:15][NH:14][CH2:13][CH2:12][C@H:5]3[NH:6][C:7]=2[C:8]([CH3:11])=[CH:9][CH:10]=1.[C:16](O[C:16]([O:18][C:19]([CH3:22])([CH3:21])[CH3:20])=[O:17])([O:18][C:19]([CH3:22])([CH3:21])[CH3:20])=[O:17].[OH-].[Na+]. (10) Given the product [Cl:8][C:5]1[N:6]=[CH:7][C:2]([NH:1][C:9](=[O:11])[CH3:10])=[CH:3][N:4]=1, predict the reactants needed to synthesize it. The reactants are: [NH2:1][C:2]1[CH:3]=[N:4][C:5]([Cl:8])=[N:6][CH:7]=1.[C:9](Cl)(=[O:11])[CH3:10].